From a dataset of Forward reaction prediction with 1.9M reactions from USPTO patents (1976-2016). Predict the product of the given reaction. (1) Given the reactants [C:1]([C:4]1[CH:9]=[CH:8][C:7]([C:10]2[CH:15]=[CH:14][C:13]([O:16][CH2:17][CH:18]3[CH2:23][CH2:22][N:21](C(OC(C)(C)C)=O)[CH2:20][CH2:19]3)=[CH:12][CH:11]=2)=[CH:6][CH:5]=1)(=[O:3])[CH3:2].[ClH:31], predict the reaction product. The product is: [ClH:31].[NH:21]1[CH2:22][CH2:23][CH:18]([CH2:17][O:16][C:13]2[CH:14]=[CH:15][C:10]([C:7]3[CH:6]=[CH:5][C:4]([C:1](=[O:3])[CH3:2])=[CH:9][CH:8]=3)=[CH:11][CH:12]=2)[CH2:19][CH2:20]1. (2) Given the reactants C([O:8][C:9]1[CH:10]=[C:11]([N:15]2[CH2:19][C@@:18]3([CH2:24][CH2:23][CH2:22][C@H:21]([CH2:25][N:26]4[C:30]5[CH:31]=[C:32]([C:35]#[N:36])[CH:33]=[CH:34][C:29]=5[N:28]=[CH:27]4)[CH2:20]3)[O:17][C:16]2=[O:37])[CH:12]=[CH:13][CH:14]=1)C1C=CC=CC=1.C([O-])=O.[NH4+], predict the reaction product. The product is: [OH:8][C:9]1[CH:10]=[C:11]([N:15]2[CH2:19][C@@:18]3([CH2:24][CH2:23][CH2:22][C@H:21]([CH2:25][N:26]4[C:30]5[CH:31]=[C:32]([C:35]#[N:36])[CH:33]=[CH:34][C:29]=5[N:28]=[CH:27]4)[CH2:20]3)[O:17][C:16]2=[O:37])[CH:12]=[CH:13][CH:14]=1. (3) Given the reactants [CH3:1][CH:2]([NH:4][C:5]([C@H:7]1[CH2:12][N:11]([C:13]([O:15][C:16]([CH3:19])([CH3:18])[CH3:17])=[O:14])[CH2:10][CH2:9][N:8]1[C:20]([O:22][C:23]([CH3:26])([CH3:25])[CH3:24])=[O:21])=O)[CH3:3].B.C1COCC1.C1COCC1, predict the reaction product. The product is: [CH3:3][CH:2]([NH:4][CH2:5][C@H:7]1[CH2:12][N:11]([C:13]([O:15][C:16]([CH3:17])([CH3:18])[CH3:19])=[O:14])[CH2:10][CH2:9][N:8]1[C:20]([O:22][C:23]([CH3:25])([CH3:24])[CH3:26])=[O:21])[CH3:1]. (4) Given the reactants [CH:1]([O:4][C:5](=[O:32])[NH:6][C@H:7]([CH2:30][CH3:31])[CH2:8][CH:9]([O:12][Si](C(C)(C)C)(C1C=CC=CC=1)C1C=CC=CC=1)[CH:10]=[CH2:11])([CH3:3])[CH3:2].[C:57]1(P([C:57]2[CH:62]=[CH:61][CH:60]=[CH:59][CH:58]=2)CCCCP([C:57]2[CH:62]=[CH:61][CH:60]=[CH:59][CH:58]=2)[C:57]2[CH:62]=[CH:61][CH:60]=[CH:59][CH:58]=2)[CH:62]=[CH:61][CH:60]=[CH:59][CH:58]=1.BrC1C=CC=CC=1.C([O-])([O-])=O.[Cs+].[Cs+], predict the reaction product. The product is: [CH:1]([O:4][C:5]([N:6]1[CH:7]([CH2:30][CH3:31])[CH2:8][C:9](=[O:12])[C@@H:10]1[CH2:11][C:57]1[CH:58]=[CH:59][CH:60]=[CH:61][CH:62]=1)=[O:32])([CH3:3])[CH3:2]. (5) Given the reactants [CH3:1][O:2][CH:3]([C:7]1[CH:16]=[CH:15][CH:14]=[C:13]2[C:8]=1[CH:9]=[CH:10][CH:11]=[N:12]2)[C:4]([OH:6])=O.C[N:18]1[CH2:23]COCC1.Cl[C:25](OCC(C)C)=[O:26], predict the reaction product. The product is: [CH3:25][O:26][N:18]([CH3:23])[C:4](=[O:6])[CH:3]([O:2][CH3:1])[C:7]1[CH:16]=[CH:15][CH:14]=[C:13]2[C:8]=1[CH:9]=[CH:10][CH:11]=[N:12]2.